From a dataset of Forward reaction prediction with 1.9M reactions from USPTO patents (1976-2016). Predict the product of the given reaction. (1) Given the reactants [CH2:1]([O:8][C:9]1[CH:14]=[CH:13][C:12]([CH2:15][C:16](O)=[O:17])=[C:11]([O:19][CH3:20])[CH:10]=1)[C:2]1[CH:7]=[CH:6][CH:5]=[CH:4][CH:3]=1.C(Cl)(=O)C([Cl:24])=O, predict the reaction product. The product is: [CH2:1]([O:8][C:9]1[CH:14]=[CH:13][C:12]([CH2:15][C:16]([Cl:24])=[O:17])=[C:11]([O:19][CH3:20])[CH:10]=1)[C:2]1[CH:7]=[CH:6][CH:5]=[CH:4][CH:3]=1. (2) Given the reactants [NH2:1][C@H:2]([C:4]1[O:5][C:6]2[C:11]([C:12](=[O:20])[C:13]=1[C:14]1[CH:19]=[CH:18][CH:17]=[CH:16][CH:15]=1)=[CH:10][C:9]([Br:21])=[CH:8][CH:7]=2)[CH3:3].C(N(CC)C(C)C)(C)C.Br[C:32]1[N:40]=[CH:39][N:38]=[C:37]2[C:33]=1[NH:34][CH:35]=[N:36]2, predict the reaction product. The product is: [N:40]1[C:32]([NH:1][C@H:2]([C:4]2[O:5][C:6]3[C:11]([C:12](=[O:20])[C:13]=2[C:14]2[CH:19]=[CH:18][CH:17]=[CH:16][CH:15]=2)=[CH:10][C:9]([Br:21])=[CH:8][CH:7]=3)[CH3:3])=[C:33]2[C:37]([NH:36][CH:35]=[N:34]2)=[N:38][CH:39]=1.